Task: Predict the reaction yield, written as a fraction of the theoretical maximum amount of product (1.0 means a 100% yield; for example, 0.34 means a 34% yield).. Dataset: Reaction yield outcomes from USPTO patents with 853,638 reactions (1) The reactants are [NH2:1][C:2]1[N:10]=[CH:9][C:8]([Br:11])=[CH:7][C:3]=1[C:4]([OH:6])=O.[CH:12]1([C:15]([NH:17][NH2:18])=O)[CH2:14][CH2:13]1.O.C([O-])(O)=O.[Na+]. The catalyst is O=P(Cl)(Cl)Cl. The product is [Br:11][C:8]1[CH:7]=[C:3]([C:4]2[O:6][C:15]([CH:12]3[CH2:14][CH2:13]3)=[N:17][N:18]=2)[C:2]([NH2:1])=[N:10][CH:9]=1. The yield is 0.810. (2) The reactants are [C:1]1([CH3:11])[CH:6]=[CH:5][CH:4]=[C:3]([CH2:7][C:8](O)=[O:9])[CH:2]=1.Cl.[CH3:13][NH:14][O:15][CH3:16].Cl.CN(C)CCCN=C=NCC.OC1C2N=NNC=2C=CC=1.C(N(CC)CC)C. The catalyst is ClCCl. The product is [CH3:16][O:15][N:14]([CH3:13])[C:8](=[O:9])[CH2:7][C:3]1[CH:2]=[C:1]([CH3:11])[CH:6]=[CH:5][CH:4]=1. The yield is 0.700.